This data is from Reaction yield outcomes from USPTO patents with 853,638 reactions. The task is: Predict the reaction yield, written as a fraction of the theoretical maximum amount of product (1.0 means a 100% yield; for example, 0.34 means a 34% yield). (1) The reactants are [CH3:1][C:2]1[CH:6]=[C:5]([C:7]2[CH:17]=[CH:16][C:10]3[O:11][CH2:12][C:13](=[O:15])[NH:14][C:9]=3[CH:8]=2)[NH:4][N:3]=1.C1C(=O)N([Br:25])C(=O)C1. No catalyst specified. The product is [Br:25][C:6]1[C:2]([CH3:1])=[N:3][NH:4][C:5]=1[C:7]1[CH:17]=[CH:16][C:10]2[O:11][CH2:12][C:13](=[O:15])[NH:14][C:9]=2[CH:8]=1. The yield is 0.940. (2) The reactants are [OH:1][C:2]([C:4](F)(F)F)=O.OC(C(F)(F)F)=O.[F:15][CH2:16][CH2:17][N:18]1[CH2:23][CH2:22][NH:21][CH2:20][CH2:19]1.C(=O)([O-])[O-].[K+].[K+].BrCCO.BrC(O)C. The catalyst is C(#N)C. The product is [F:15][CH2:16][CH2:17][N:18]1[CH2:23][CH2:22][N:21]([CH2:4][CH2:2][OH:1])[CH2:20][CH2:19]1. The yield is 0.660. (3) The reactants are [Cl-].O[NH3+:3].[C:4](=[O:7])([O-])[OH:5].[Na+].CS(C)=O.[CH2:13]([O:15][C:16]1[N:17]([CH2:34][C:35]2[CH:40]=[CH:39][C:38]([C:41]3[C:42]([C:47]#[N:48])=[CH:43][CH:44]=[CH:45][CH:46]=3)=[CH:37][CH:36]=2)[C:18](=[O:33])[C:19]([C:23]2[CH:28]=[CH:27][C:26]([O:29][CH:30]([CH3:32])[CH3:31])=[CH:25][CH:24]=2)=[C:20]([CH3:22])[N:21]=1)[CH3:14]. The catalyst is C(OCC)(=O)C. The product is [CH2:13]([O:15][C:16]1[N:17]([CH2:34][C:35]2[CH:36]=[CH:37][C:38]([C:41]3[CH:46]=[CH:45][CH:44]=[CH:43][C:42]=3[C:47]3[NH:3][C:4](=[O:7])[O:5][N:48]=3)=[CH:39][CH:40]=2)[C:18](=[O:33])[C:19]([C:23]2[CH:24]=[CH:25][C:26]([O:29][CH:30]([CH3:32])[CH3:31])=[CH:27][CH:28]=2)=[C:20]([CH3:22])[N:21]=1)[CH3:14]. The yield is 0.660.